This data is from TCR-epitope binding with 47,182 pairs between 192 epitopes and 23,139 TCRs. The task is: Binary Classification. Given a T-cell receptor sequence (or CDR3 region) and an epitope sequence, predict whether binding occurs between them. (1) The epitope is VLWAHGFEL. The TCR CDR3 sequence is CASSLSTGLIGEQFF. Result: 1 (the TCR binds to the epitope). (2) The epitope is TSNQVAVLY. The TCR CDR3 sequence is CASGEGGNTIYF. Result: 0 (the TCR does not bind to the epitope).